Dataset: Reaction yield outcomes from USPTO patents with 853,638 reactions. Task: Predict the reaction yield, written as a fraction of the theoretical maximum amount of product (1.0 means a 100% yield; for example, 0.34 means a 34% yield). (1) The reactants are [I-].[Na+].Cl[Si](C)(C)C.[Cl:8][C:9]1[CH:42]=[CH:41][C:12]([CH2:13][N:14]2[C:19](=[N:20][C:21]3[CH:26]=[CH:25][C:24]([O:27][CH:28]([CH3:30])[CH3:29])=[C:23]([CH3:31])[CH:22]=3)[NH:18][C:17](=[O:32])[N:16]([CH2:33][C@@H:34]([C:37]([OH:39])=[O:38])[O:35]C)[C:15]2=[O:40])=[CH:11][CH:10]=1.S([O-])(O)(=O)=O.[Na+]. The catalyst is C(#N)C. The product is [Cl:8][C:9]1[CH:10]=[CH:11][C:12]([CH2:13][N:14]2[C:19](=[N:20][C:21]3[CH:26]=[CH:25][C:24]([O:27][CH:28]([CH3:30])[CH3:29])=[C:23]([CH3:31])[CH:22]=3)[NH:18][C:17](=[O:32])[N:16]([CH2:33][C@@H:34]([C:37]([OH:39])=[O:38])[OH:35])[C:15]2=[O:40])=[CH:41][CH:42]=1. The yield is 0.300. (2) The reactants are [C:1]12(C(O)CNC3C4CCNCC=4N=CN=3)[CH2:10][CH:5]3[CH2:6][CH:7]([CH2:9][CH:3]([CH2:4]3)[CH2:2]1)[CH2:8]2.[CH:25]1[CH:30]=[N:29][CH:28]=[C:27]([C:31]([OH:33])=O)[CH:26]=1.Cl.CN(C)CC[CH2:39][N:40]=[C:41]=[N:42][CH2:43]C.[OH2:46].O[N:48]1[C:52]2[CH:53]=[CH:54][CH:55]=C[C:51]=2[N:50]=N1.C(N(CC)C(C)C)(C)C.C(Cl)Cl. No catalyst specified. The product is [OH:46][C:1]12[CH2:10][CH:5]3[CH2:4][CH:3]([CH2:9][C:7]([CH2:39][NH:40][C:41]4[C:53]5[CH2:54][CH2:55][N:50]([C:31]([C:27]6[CH:28]=[N:29][CH:30]=[CH:25][CH:26]=6)=[O:33])[CH2:51][C:52]=5[N:48]=[CH:43][N:42]=4)([CH2:6]3)[CH2:8]1)[CH2:2]2. The yield is 0.700. (3) The reactants are [C:1]([C:3]1[CH:19]=[CH:18][C:6]([O:7][C:8]2[CH:9]=[CH:10][C:11]3[B:15]([OH:16])[O:14][CH2:13][C:12]=3[CH:17]=2)=[C:5]([CH2:20][NH:21]C=O)[CH:4]=1)#[N:2].[ClH:24]. The catalyst is C(O)C. The product is [ClH:24].[NH2:21][CH2:20][C:5]1[CH:4]=[C:3]([C:1]#[N:2])[CH:19]=[CH:18][C:6]=1[O:7][C:8]1[CH:9]=[CH:10][C:11]2[B:15]([OH:16])[O:14][CH2:13][C:12]=2[CH:17]=1. The yield is 0.980. (4) The reactants are [F:1][C:2]1[CH:7]=[C:6]([F:8])[CH:5]=[CH:4][C:3]=1B(O)O.[NH2:12][C:13]1[N:14]=[C:15]([N:24]2[CH2:29][CH2:28][N:27]([C:30](=[O:40])[CH2:31][O:32][C:33]3[CH:38]=[CH:37][C:36]([Cl:39])=[CH:35][CH:34]=3)[CH2:26][CH2:25]2)[C:16]2[N:22]=[C:21](Cl)[CH:20]=[CH:19][C:17]=2[N:18]=1. No catalyst specified. The product is [NH2:12][C:13]1[N:14]=[C:15]([N:24]2[CH2:25][CH2:26][N:27]([C:30](=[O:40])[CH2:31][O:32][C:33]3[CH:38]=[CH:37][C:36]([Cl:39])=[CH:35][CH:34]=3)[CH2:28][CH2:29]2)[C:16]2[N:22]=[C:21]([C:3]3[CH:4]=[CH:5][C:6]([F:8])=[CH:7][C:2]=3[F:1])[CH:20]=[CH:19][C:17]=2[N:18]=1. The yield is 0.850. (5) The reactants are C(OC([N:8]1[CH2:13][CH2:12][N:11]([C:14]([CH:16]2[CH2:20][C:19]3[CH:21]=[C:22]([F:25])[CH:23]=[CH:24][C:18]=3[O:17]2)=[O:15])[CH2:10][CH2:9]1)=O)(C)(C)C.FC(F)(F)C(O)=O.C(=O)(O)[O-].[Na+]. The catalyst is ClCCl. The product is [F:25][C:22]1[CH:23]=[CH:24][C:18]2[O:17][CH:16]([C:14]([N:11]3[CH2:10][CH2:9][NH:8][CH2:13][CH2:12]3)=[O:15])[CH2:20][C:19]=2[CH:21]=1. The yield is 0.940.